Dataset: Forward reaction prediction with 1.9M reactions from USPTO patents (1976-2016). Task: Predict the product of the given reaction. (1) The product is: [CH2:1]([O:5][CH2:6][CH2:7][O:8][C:9]1[CH:10]=[CH:11][C:12]([C:15]2[CH:16]=[CH:17][C:18]3[N:24]([CH2:25][CH:26]([CH3:28])[CH3:27])[CH2:23][CH2:22][C:21]([C:39]([NH:38][C:37]4[CH:13]=[CH:14][C:9]([OH:8])=[CH:10][CH:11]=4)=[O:40])=[CH:20][C:19]=3[CH:32]=2)=[CH:13][CH:14]=1)[CH2:2][CH2:3][CH3:4]. Given the reactants [CH2:1]([O:5][CH2:6][CH2:7][O:8][C:9]1[CH:14]=[CH:13][C:12]([C:15]2[CH:16]=[CH:17][C:18]3[N:24]([CH2:25][CH:26]([CH3:28])[CH3:27])[CH2:23][CH2:22][C:21](C(O)=O)=[CH:20][C:19]=3[CH:32]=2)=[CH:11][CH:10]=1)[CH2:2][CH2:3][CH3:4].S(Cl)(Cl)=O.[CH3:37][N:38](C)[CH:39]=[O:40], predict the reaction product. (2) Given the reactants [C:1]([N:4]1[CH2:13][CH2:12][C:11]2[C:6](=[CH:7][C:8](Br)=[CH:9][CH:10]=2)[CH2:5]1)(=[O:3])[CH3:2].[CH3:15][C:16]1([CH3:32])[C:20]([CH3:22])([CH3:21])[O:19][B:18]([B:18]2[O:19][C:20]([CH3:22])([CH3:21])[C:16]([CH3:32])([CH3:15])[O:17]2)[O:17]1.C([O-])(=O)C.[K+].COCCOC, predict the reaction product. The product is: [C:1]([N:4]1[CH2:13][CH2:12][C:11]2[C:6](=[CH:7][C:8]([B:18]3[O:19][C:20]([CH3:22])([CH3:21])[C:16]([CH3:32])([CH3:15])[O:17]3)=[CH:9][CH:10]=2)[CH2:5]1)(=[O:3])[CH3:2]. (3) Given the reactants [Br:1][C:2]1[CH2:7][C:6]([Br:9])(I)[CH:5]=[CH:4][C:3]=1[OH:10].[CH3:11][O:12][C:13]1[CH:18]=[CH:17][C:16]([C:19]#[CH:20])=[CH:15][CH:14]=1.O, predict the reaction product. The product is: [Br:9][C:6]1[CH:7]=[C:2]([Br:1])[C:3]2[O:10][C:19]([C:16]3[CH:17]=[CH:18][C:13]([O:12][CH3:11])=[CH:14][CH:15]=3)=[CH:20][C:4]=2[CH:5]=1. (4) Given the reactants [CH3:1][O:2][C:3]1[CH:4]=[CH:5][C:6]([N+:18]([O-:20])=[O:19])=[C:7]2[C:12]=1[C:11]([C:13]1[N:14]=[CH:15][NH:16][CH:17]=1)=[CH:10][CH2:9][CH2:8]2.[C:21](O[C:21]([O:23][C:24]([CH3:27])([CH3:26])[CH3:25])=[O:22])([O:23][C:24]([CH3:27])([CH3:26])[CH3:25])=[O:22], predict the reaction product. The product is: [CH3:1][O:2][C:3]1[CH:4]=[CH:5][C:6]([N+:18]([O-:20])=[O:19])=[C:7]2[C:12]=1[C:11]([C:13]1[N:14]=[CH:15][N:16]([C:21]([O:23][C:24]([CH3:27])([CH3:26])[CH3:25])=[O:22])[CH:17]=1)=[CH:10][CH2:9][CH2:8]2. (5) Given the reactants FC(F)(F)C(O)=O.[NH2:8][CH2:9][CH2:10][C:11]1[N:16]=[C:15]([C:17]2[S:18][C:19]3[CH:27]=[CH:26][CH:25]=[CH:24][C:20]=3[C:21](=[O:23])[N:22]=2)[CH:14]=[CH:13][CH:12]=1.C(=O)([O-])[O-].[K+].[K+].[CH2:34]([N:36]([CH2:40][CH3:41])[C:37](Cl)=[O:38])[CH3:35], predict the reaction product. The product is: [CH2:34]([N:36]([CH2:40][CH3:41])[C:37]([NH:8][CH2:9][CH2:10][C:11]1[CH:12]=[CH:13][CH:14]=[C:15]([C:17]2[S:18][C:19]3[CH:27]=[CH:26][CH:25]=[CH:24][C:20]=3[C:21](=[O:23])[N:22]=2)[N:16]=1)=[O:38])[CH3:35]. (6) Given the reactants [Cl:1][C:2]1[N:10]=[CH:9][C:8]([F:11])=[CH:7][C:3]=1[C:4]([OH:6])=[O:5].[C:12]1(C)C=CC=C[CH:13]=1.S(Cl)(Cl)=O.C(=O)([O-])[O-].[Na+].[Na+], predict the reaction product. The product is: [Cl:1][C:2]1[N:10]=[CH:9][C:8]([F:11])=[CH:7][C:3]=1[C:4]([O:6][CH2:12][CH3:13])=[O:5]. (7) Given the reactants [F:1][C:2]1[CH:7]=[CH:6][C:5]([C:8]2[O:9][C:10]3[CH:19]=[C:18]([N:20]([CH3:25])[S:21]([CH3:24])(=[O:23])=[O:22])[C:17]([C:26]4[CH:31]=[CH:30][CH:29]=[CH:28][CH:27]=4)=[CH:16][C:11]=3[C:12]=2C(O)=O)=[CH:4][CH:3]=1.C1C=CC2N(O)N=NC=2C=1.CCN=C=NCCCN(C)C.CN.CCN(CC)CC.[CH3:62][N:63]([CH:65]=[O:66])C, predict the reaction product. The product is: [F:1][C:2]1[CH:3]=[CH:4][C:5]([C:8]2[O:9][C:10]3[CH:19]=[C:18]([N:20]([CH3:25])[S:21]([CH3:24])(=[O:22])=[O:23])[C:17]([C:26]4[CH:27]=[CH:28][CH:29]=[CH:30][CH:31]=4)=[CH:16][C:11]=3[C:12]=2[C:65]([NH:63][CH3:62])=[O:66])=[CH:6][CH:7]=1. (8) The product is: [CH2:1]([O:3][C:4]([NH:6][C:7]([CH:9]1[CH2:14][CH2:13][NH:12][CH2:11][CH2:10]1)=[S:24])=[O:5])[CH3:2]. Given the reactants [CH2:1]([O:3][C:4]([NH:6][C:7]([CH:9]1[CH2:14][CH2:13][NH:12][CH2:11][CH2:10]1)=O)=[O:5])[CH3:2].COC1C=CC(P2(SP(C3C=CC(OC)=CC=3)(=S)S2)=[S:24])=CC=1, predict the reaction product. (9) Given the reactants [F:1][C:2]1[CH:3]=[C:4]([CH2:8][CH2:9][NH:10][C:11](=O)[CH3:12])[CH:5]=[CH:6][CH:7]=1.O=P12OP3(OP(OP(O3)(O1)=O)(=O)O2)=O, predict the reaction product. The product is: [F:1][C:2]1[CH:7]=[CH:6][CH:5]=[C:4]2[C:3]=1[C:11]([CH3:12])=[N:10][CH2:9][CH2:8]2. (10) Given the reactants [CH2:1]([O:3][C:4]([C:6]1([C:9]([OH:11])=O)[CH2:8][CH2:7]1)=[O:5])[CH3:2].[CH2:12]([NH2:15])[CH2:13][CH3:14].C([O-])(O)=O.[Na+].Cl.CN(C)CCCN=C=NCC.O.ON1C2C=CC=CC=2N=N1, predict the reaction product. The product is: [CH2:12]([NH:15][C:9]([C:6]1([C:4]([O:3][CH2:1][CH3:2])=[O:5])[CH2:7][CH2:8]1)=[O:11])[CH2:13][CH3:14].